From a dataset of Peptide-MHC class I binding affinity with 185,985 pairs from IEDB/IMGT. Regression. Given a peptide amino acid sequence and an MHC pseudo amino acid sequence, predict their binding affinity value. This is MHC class I binding data. (1) The peptide sequence is GVLPEETNI. The MHC is HLA-A02:02 with pseudo-sequence HLA-A02:02. The binding affinity (normalized) is 0.0979. (2) The peptide sequence is KSINKVYGR. The MHC is Mamu-B8301 with pseudo-sequence Mamu-B8301. The binding affinity (normalized) is 0.739. (3) The peptide sequence is ILYVSCNPA. The MHC is HLA-B15:01 with pseudo-sequence HLA-B15:01. The binding affinity (normalized) is 0.388. (4) The peptide sequence is VGNGYVKF. The MHC is Mamu-B52 with pseudo-sequence Mamu-B52. The binding affinity (normalized) is 0.848. (5) The peptide sequence is GVRGFPRCR. The MHC is HLA-A11:01 with pseudo-sequence HLA-A11:01. The binding affinity (normalized) is 0.0379. (6) The peptide sequence is YTSGPGTRYPM. The binding affinity (normalized) is 0.679. The MHC is Mamu-A01 with pseudo-sequence Mamu-A01. (7) The peptide sequence is RQEMASRGLW. The MHC is HLA-A23:01 with pseudo-sequence HLA-A23:01. The binding affinity (normalized) is 0.311. (8) The peptide sequence is QQSEARRML. The MHC is HLA-B15:01 with pseudo-sequence HLA-B15:01. The binding affinity (normalized) is 0.566. (9) The peptide sequence is KRSTPFYTK. The MHC is HLA-B18:01 with pseudo-sequence HLA-B18:01. The binding affinity (normalized) is 0.0847.